This data is from Full USPTO retrosynthesis dataset with 1.9M reactions from patents (1976-2016). The task is: Predict the reactants needed to synthesize the given product. (1) Given the product [IH:1].[F:3][C:4]1[CH:9]=[C:8]([N:10]2[CH:14]=[N:13][C:12]([CH3:15])=[N:11]2)[C:7]([O:16][CH3:17])=[CH:6][C:5]=1[NH:18][C:19]([S:20][CH3:2])=[NH:21], predict the reactants needed to synthesize it. The reactants are: [I:1][CH3:2].[F:3][C:4]1[CH:9]=[C:8]([N:10]2[CH:14]=[N:13][C:12]([CH3:15])=[N:11]2)[C:7]([O:16][CH3:17])=[CH:6][C:5]=1[NH:18][C:19]([NH2:21])=[S:20]. (2) Given the product [CH3:14][S:15]([O:4][CH2:3][CH:2]([CH3:1])[CH2:5][O:6][S:15]([CH3:14])(=[O:17])=[O:16])(=[O:17])=[O:16], predict the reactants needed to synthesize it. The reactants are: [CH3:1][CH:2]([CH2:5][OH:6])[CH2:3][OH:4].CCN(CC)CC.[CH3:14][S:15](Cl)(=[O:17])=[O:16]. (3) Given the product [CH3:14][O:13][C:11]1[CH:10]=[C:6]([CH:5]=[C:4]([N+:1]([O-:3])=[O:2])[CH:12]=1)[C:7]([N:38]1[CH2:43][CH2:42][O:41][CH2:40][CH2:39]1)=[O:9], predict the reactants needed to synthesize it. The reactants are: [N+:1]([C:4]1[CH:5]=[C:6]([CH:10]=[C:11]([O:13][CH3:14])[CH:12]=1)[C:7]([OH:9])=O)([O-:3])=[O:2].Cl.C(N=C=NCCCN(C)C)C.O.ON1C2C=CC=CC=2N=N1.[NH:38]1[CH2:43][CH2:42][O:41][CH2:40][CH2:39]1. (4) Given the product [O:1]1[CH2:5][CH2:4][O:3][CH:2]1[C:6]1[S:10][C:9]([CH3:11])=[C:8]([C@H:12]2[C:14]3[C:15](=[CH:16][CH:17]=[CH:18][CH:19]=3)[CH2:20][CH2:21][O:13]2)[CH:7]=1, predict the reactants needed to synthesize it. The reactants are: [O:1]1[CH2:5][CH2:4][O:3][CH:2]1[C:6]1[S:10][C:9]([CH3:11])=[C:8]([C@@H:12]([C:14]2[CH:19]=[CH:18][CH:17]=[CH:16][C:15]=2[CH2:20][CH2:21]I)[OH:13])[CH:7]=1.